From a dataset of Full USPTO retrosynthesis dataset with 1.9M reactions from patents (1976-2016). Predict the reactants needed to synthesize the given product. (1) Given the product [CH3:3][CH:2]([N:4]1[N:8]=[C:7]([C:9]([OH:11])=[O:10])[CH:6]=[N:5]1)[CH3:1], predict the reactants needed to synthesize it. The reactants are: [CH3:1][CH:2]([N:4]1[N:8]=[C:7]([C:9]([O:11]CC)=[O:10])[CH:6]=[N:5]1)[CH3:3].[OH-].[Na+]. (2) Given the product [CH3:23][CH:19]1[CH2:20][CH2:21][CH2:22][N:18]1[C:14]1[N:13]=[C:12]([NH:11][C:4]2[C:5]3[N:6]([CH:8]=[CH:9][N:10]=3)[N:7]=[C:2]([C:32]3[CH:41]=[C:40]4[C:35]([CH2:36][CH2:37][N:38]([C:42](=[O:44])[CH3:43])[CH2:39]4)=[CH:34][CH:33]=3)[CH:3]=2)[CH:17]=[CH:16][CH:15]=1, predict the reactants needed to synthesize it. The reactants are: Cl[C:2]1[CH:3]=[C:4]([NH:11][C:12]2[CH:17]=[CH:16][CH:15]=[C:14]([N:18]3[CH2:22][CH2:21][CH2:20][CH:19]3[CH3:23])[N:13]=2)[C:5]2[N:6]([CH:8]=[CH:9][N:10]=2)[N:7]=1.CC1(C)C(C)(C)OB([C:32]2[CH:41]=[C:40]3[C:35]([CH2:36][CH2:37][N:38]([C:42](=[O:44])[CH3:43])[CH2:39]3)=[CH:34][CH:33]=2)O1.CC(C1C=C(C(C)C)C(C2C=CC=CC=2P(C2CCCCC2)C2CCCCC2)=C(C(C)C)C=1)C.C([O-])([O-])=O.[Na+].[Na+]. (3) Given the product [OH:1][CH2:2][C:3]([NH:6][C:7]([C:9]1[C:10]2[CH2:11][C@H:12]3[CH2:24][C@H:13]3[C:14]=2[N:15]([C:17]2[CH:22]=[N:21][C:20]([N:26]([CH3:27])[CH3:25])=[CH:19][N:18]=2)[N:16]=1)=[O:8])([CH3:5])[CH3:4], predict the reactants needed to synthesize it. The reactants are: [OH:1][CH2:2][C:3]([NH:6][C:7]([C:9]1[C:10]2[CH2:11][C@H:12]3[CH2:24][C@H:13]3[C:14]=2[N:15]([C:17]2[CH:22]=[N:21][C:20](Br)=[CH:19][N:18]=2)[N:16]=1)=[O:8])([CH3:5])[CH3:4].[CH3:25][NH:26][CH3:27].C1COCC1. (4) Given the product [ClH:19].[Cl:19][C:20]1[CH:39]=[CH:38][C:23]([NH:24][C:25]2[C:34]3[C:29](=[CH:30][C:31]([O:37][CH2:7][CH2:6][N:5]4[CH:10]=[CH:9][N:2]=[CH:3]4)=[C:32]([O:35][CH3:36])[CH:33]=3)[N:28]=[CH:27][N:26]=2)=[C:22]([F:40])[CH:21]=1, predict the reactants needed to synthesize it. The reactants are: [N:2]([C:3]([N:5]1[CH2:10][CH2:9]C[CH2:7][CH2:6]1)=O)=[N:2][C:3]([N:5]1[CH2:10][CH2:9]C[CH2:7][CH2:6]1)=O.[Cl:19][C:20]1[CH:39]=[CH:38][C:23]([NH:24][C:25]2[C:34]3[C:29](=[CH:30][C:31]([OH:37])=[C:32]([O:35][CH3:36])[CH:33]=3)[N:28]=[CH:27][N:26]=2)=[C:22]([F:40])[CH:21]=1.C(P(CCCC)CCCC)CCC.N1(CCO)C=CN=C1.C(O)(=O)C. (5) Given the product [NH2:1][C:2]1[N:3]=[C:4]([CH3:31])[C:5]2=[C:6]([CH2:8][C@H:9]([C:23]3[CH:28]=[CH:27][C:26]([F:29])=[CH:25][C:24]=3[C:38]3[CH:37]=[CH:36][CH:35]=[C:34]([O:33][CH3:32])[N:39]=3)[NH:10]/[C:11]/2=[N:12]\[O:13][C@H:14]([CH2:20][CH2:21][OH:22])[C:15]([N:17]([CH3:19])[CH3:18])=[O:16])[N:7]=1, predict the reactants needed to synthesize it. The reactants are: [NH2:1][C:2]1[N:3]=[C:4]([CH3:31])[C:5]2=[C:6]([CH2:8][C@H:9]([C:23]3[CH:28]=[CH:27][C:26]([F:29])=[CH:25][C:24]=3Br)[NH:10]/[C:11]/2=[N:12]\[O:13][C@H:14]([CH2:20][CH2:21][OH:22])[C:15]([N:17]([CH3:19])[CH3:18])=[O:16])[N:7]=1.[CH3:32][O:33][C:34]1[N:39]=[C:38](B2OCCN(C3C=CC=CC=3)CCO2)[CH:37]=[CH:36][CH:35]=1.C([O-])([O-])=O.[Na+].[Na+]. (6) Given the product [CH3:32][O:31][C:29](=[O:30])[CH2:28][CH2:27][N:15]1[CH2:16][CH2:17][CH2:18][C@H:14]1[CH2:13][O:12][C:11]1[CH:19]=[CH:20][C:8]([CH2:1][C:2]2[CH:3]=[CH:4][CH:5]=[CH:6][CH:7]=2)=[CH:9][CH:10]=1, predict the reactants needed to synthesize it. The reactants are: [CH2:1]([C:8]1[CH:20]=[CH:19][C:11]([O:12][CH2:13][C@@H:14]2[CH2:18][CH2:17][CH2:16][NH:15]2)=[CH:10][CH:9]=1)[C:2]1[CH:7]=[CH:6][CH:5]=[CH:4][CH:3]=1.CN(C=O)C.Br[CH2:27][CH2:28][C:29]([O:31][CH3:32])=[O:30].C(=O)([O-])[O-].[K+].[K+]. (7) The reactants are: [C:1]([O:5][C:6](=[O:25])[N:7]([S:13]([C:16]1[CH:21]=[C:20]([Cl:22])[C:19](F)=[CH:18][C:17]=1[F:24])(=[O:15])=[O:14])[C:8]1[N:9]=[CH:10][S:11][CH:12]=1)([CH3:4])([CH3:3])[CH3:2].[N:26]1([C@@H:31]2[CH2:36][CH2:35][CH2:34][CH2:33][C@@H:32]2[OH:37])[CH:30]=[CH:29][N:28]=[CH:27]1.[H-].[Na+]. Given the product [C:1]([O:5][C:6](=[O:25])[N:7]([S:13]([C:16]1[CH:21]=[C:20]([Cl:22])[C:19]([O:37][C@H:32]2[CH2:33][CH2:34][CH2:35][CH2:36][C@H:31]2[N:26]2[CH:30]=[CH:29][N:28]=[CH:27]2)=[CH:18][C:17]=1[F:24])(=[O:15])=[O:14])[C:8]1[N:9]=[CH:10][S:11][CH:12]=1)([CH3:4])([CH3:3])[CH3:2], predict the reactants needed to synthesize it.